This data is from Forward reaction prediction with 1.9M reactions from USPTO patents (1976-2016). The task is: Predict the product of the given reaction. (1) The product is: [Br:14][C:15]1[CH:16]=[C:17]([NH:13][C:10]2[CH:9]=[CH:8][C:7]([N:4]3[CH2:5][CH2:6][O:1][CH2:2][CH2:3]3)=[CH:12][N:11]=2)[C:18]2[N:19]([CH:22]=[CH:23][N:24]=2)[C:20]=1[CH3:21]. Given the reactants [O:1]1[CH2:6][CH2:5][N:4]([C:7]2[CH:8]=[CH:9][C:10]([NH2:13])=[N:11][CH:12]=2)[CH2:3][CH2:2]1.[Br:14][C:15]1[CH:16]=[C:17](Br)[C:18]2[N:19]([CH:22]=[CH:23][N:24]=2)[C:20]=1[CH3:21].C1(P(C2C=CC=CC=2)C2C=CC3C(=CC=CC=3)C=2C2C3C(=CC=CC=3)C=CC=2P(C2C=CC=CC=2)C2C=CC=CC=2)C=CC=CC=1.C(=O)([O-])[O-].[Cs+].[Cs+], predict the reaction product. (2) Given the reactants [NH2:1][C:2]1[CH:10]=[C:9]([O:11][CH3:12])[CH:8]=[C:7]([O:13][CH3:14])[C:3]=1[C:4]([NH2:6])=[O:5].O1CCCCC1[O:21][CH2:22][CH2:23][C:24]1[NH:25][C:26]2[C:31]([CH:32]=1)=[CH:30][CH:29]=[C:28]([CH:33]=O)[CH:27]=2.OS([O-])=O.[Na+].O.C1(C)C=CC(S(O)(=O)=O)=CC=1, predict the reaction product. The product is: [OH:21][CH2:22][CH2:23][C:24]1[NH:25][C:26]2[C:31]([CH:32]=1)=[CH:30][CH:29]=[C:28]([C:33]1[NH:6][C:4](=[O:5])[C:3]3[C:2](=[CH:10][C:9]([O:11][CH3:12])=[CH:8][C:7]=3[O:13][CH3:14])[N:1]=1)[CH:27]=2.